The task is: Binary Classification. Given a T-cell receptor sequence (or CDR3 region) and an epitope sequence, predict whether binding occurs between them.. This data is from TCR-epitope binding with 47,182 pairs between 192 epitopes and 23,139 TCRs. Result: 0 (the TCR does not bind to the epitope). The TCR CDR3 sequence is CASSLGAGGHNEQFF. The epitope is VLAWLYAAV.